Task: Predict the product of the given reaction.. Dataset: Forward reaction prediction with 1.9M reactions from USPTO patents (1976-2016) (1) Given the reactants [Br:1][CH:2]([CH:5]=O)[CH:3]=O.[NH2:7][C:8]1[C:12]([C:13]([O:15][CH2:16][CH3:17])=[O:14])=[CH:11][NH:10][N:9]=1.CC(O)=O.[OH-].[Na+], predict the reaction product. The product is: [Br:1][C:2]1[CH:3]=[N:7][C:8]2[N:9]([N:10]=[CH:11][C:12]=2[C:13]([O:15][CH2:16][CH3:17])=[O:14])[CH:5]=1. (2) Given the reactants [N+:1]([C:4]1[CH:12]=[CH:11][C:7]([C:8](Cl)=[O:9])=[CH:6][CH:5]=1)([O-:3])=[O:2].[Cl:13][C:14]1[CH:15]=[N:16][CH:17]=[C:18]([Cl:33])[C:19]=1[CH2:20][C:21]([C:23]1[CH:28]=[CH:27][C:26]([O:29][CH3:30])=[C:25]([O:31][CH3:32])[CH:24]=1)=[O:22], predict the reaction product. The product is: [Cl:33][C:18]1[CH:17]=[N:16][CH:15]=[C:14]([Cl:13])[C:19]=1/[CH:20]=[C:21](\[O:22][C:8](=[O:9])[C:7]1[CH:6]=[CH:5][C:4]([N+:1]([O-:3])=[O:2])=[CH:12][CH:11]=1)/[C:23]1[CH:28]=[CH:27][C:26]([O:29][CH3:30])=[C:25]([O:31][CH3:32])[CH:24]=1. (3) The product is: [NH2:8][C:9]1[N:17]=[CH:16][N:15]=[C:14]2[C:10]=1[N:11]=[CH:12][N:13]2[C@@H:18]1[O:19][C@H:20]([CH2:28][N:29]([CH3:44])[CH2:30][CH2:31][CH2:32][NH:33][C:34]([NH:36][C:37]2[CH:38]=[CH:39][C:40]([Cl:43])=[CH:41][CH:42]=2)=[O:35])[C@@H:21]([OH:25])[C@H:22]1[OH:23]. Given the reactants C(O)(C(F)(F)F)=O.[NH2:8][C:9]1[N:17]=[CH:16][N:15]=[C:14]2[C:10]=1[N:11]=[CH:12][N:13]2[C@H:18]1[C@@H:22]2[O:23]C(C)(C)[O:25][C@@H:21]2[C@@H:20]([CH2:28][N:29]([CH3:44])[CH2:30][CH2:31][CH2:32][NH:33][C:34]([NH:36][C:37]2[CH:42]=[CH:41][C:40]([Cl:43])=[CH:39][CH:38]=2)=[O:35])[O:19]1, predict the reaction product. (4) Given the reactants [C:1]1([S:7](Cl)(=[O:9])=[O:8])[CH:6]=[CH:5][CH:4]=[CH:3][CH:2]=1.[C:11]([NH2:15])([CH3:14])([CH3:13])[CH3:12], predict the reaction product. The product is: [C:11]([NH:15][S:7]([C:1]1[CH:6]=[CH:5][CH:4]=[CH:3][CH:2]=1)(=[O:9])=[O:8])([CH3:14])([CH3:13])[CH3:12]. (5) Given the reactants [Br:1][C:2]1[CH:7]=[CH:6][C:5]([OH:8])=[C:4]([Cl:9])[CH:3]=1.[C:10](=O)([O-])[O-].[K+].[K+].CI.O, predict the reaction product. The product is: [Br:1][C:2]1[CH:7]=[CH:6][C:5]([O:8][CH3:10])=[C:4]([Cl:9])[CH:3]=1.